Dataset: Peptide-MHC class I binding affinity with 185,985 pairs from IEDB/IMGT. Task: Regression. Given a peptide amino acid sequence and an MHC pseudo amino acid sequence, predict their binding affinity value. This is MHC class I binding data. (1) The peptide sequence is AFPTSCHMFIICF. The MHC is HLA-A68:01 with pseudo-sequence HLA-A68:01. The binding affinity (normalized) is 0. (2) The peptide sequence is QHSFMANRM. The MHC is HLA-B08:03 with pseudo-sequence HLA-B08:03. The binding affinity (normalized) is 0.0847. (3) The peptide sequence is MLDQFGVSY. The MHC is HLA-B08:01 with pseudo-sequence HLA-B08:01. The binding affinity (normalized) is 0.0847. (4) The peptide sequence is QLCYCPASK. The MHC is HLA-A31:01 with pseudo-sequence HLA-A31:01. The binding affinity (normalized) is 0.286. (5) The peptide sequence is TKDETREQL. The MHC is HLA-B48:01 with pseudo-sequence HLA-B48:01. The binding affinity (normalized) is 0.0847. (6) The peptide sequence is QLGQVMLLV. The MHC is HLA-A02:01 with pseudo-sequence HLA-A02:01. The binding affinity (normalized) is 0.572. (7) The peptide sequence is KLKIISNDYK. The MHC is HLA-A03:01 with pseudo-sequence HLA-A03:01. The binding affinity (normalized) is 0.861.